From a dataset of Reaction yield outcomes from USPTO patents with 853,638 reactions. Predict the reaction yield, written as a fraction of the theoretical maximum amount of product (1.0 means a 100% yield; for example, 0.34 means a 34% yield). (1) The reactants are [F:1][C:2]([F:20])([F:19])[C:3]1[CH:4]=[CH:5][C:6]([O:9][C:10]2[CH:15]=[CH:14][C:13]([CH2:16][CH2:17][NH2:18])=[CH:12][CH:11]=2)=[N:7][CH:8]=1.[CH3:21][O:22][C:23]1[N:28]=[CH:27][C:26]([CH2:29][C:30]2[C:31](=[O:38])[N:32]=[C:33](SC)[NH:34][CH:35]=2)=[CH:25][N:24]=1. The catalyst is C(O)C. The product is [CH3:21][O:22][C:23]1[N:24]=[CH:25][C:26]([CH2:29][C:30]2[C:31](=[O:38])[N:32]=[C:33]([NH:18][CH2:17][CH2:16][C:13]3[CH:14]=[CH:15][C:10]([O:9][C:6]4[CH:5]=[CH:4][C:3]([C:2]([F:19])([F:1])[F:20])=[CH:8][N:7]=4)=[CH:11][CH:12]=3)[NH:34][CH:35]=2)=[CH:27][N:28]=1. The yield is 0.360. (2) The reactants are [OH:1][CH2:2][C@@H:3]([NH:7][C:8](=[O:14])[O:9][C:10]([CH3:13])([CH3:12])[CH3:11])[CH:4]([CH3:6])[CH3:5].[Cr](O[Cr]([O-])(=O)=O)([O-])(=O)=O.[NH+]1C=CC=CC=1.[NH+]1C=CC=CC=1. The catalyst is C(Cl)Cl. The product is [CH3:5][CH:4]([CH3:6])[C@H:3]([NH:7][C:8](=[O:14])[O:9][C:10]([CH3:13])([CH3:12])[CH3:11])[CH:2]=[O:1]. The yield is 0.337. (3) The reactants are [OH:1][CH2:2][CH2:3][O:4][CH2:5][C:6]1[N:11]=[CH:10][C:9]([CH:12]([CH3:16])[C:13]([O-:15])=[O:14])=[CH:8][CH:7]=1.O1CCCC1.[OH-].[Na+]. The product is [OH:1][CH2:2][CH2:3][O:4][CH2:5][C:6]1[N:11]=[CH:10][C:9]([CH:12]([CH3:16])[C:13]([OH:15])=[O:14])=[CH:8][CH:7]=1. The yield is 0.440. The catalyst is CO. (4) The reactants are [CH3:1][O:2][C:3]1[CH:4]=[C:5]2[C:10](=[CH:11][C:12]=1[O:13][CH3:14])[N:9]=[CH:8][N:7]=[C:6]2[O:15][C:16]1[CH:22]=[CH:21][C:19]([NH2:20])=[CH:18][CH:17]=1.C(N(CC)CC)C.[C:30](Cl)(Cl)=[S:31].[CH3:34][N:35]([CH3:39])[CH2:36][CH2:37][NH2:38]. The catalyst is CN(C)C=O.C(OCC)(=O)C. The product is [CH3:1][O:2][C:3]1[CH:4]=[C:5]2[C:10](=[CH:11][C:12]=1[O:13][CH3:14])[N:9]=[CH:8][N:7]=[C:6]2[O:15][C:16]1[CH:22]=[CH:21][C:19]([NH:20][C:30]([NH:38][CH2:37][CH2:36][N:35]([CH3:39])[CH3:34])=[S:31])=[CH:18][CH:17]=1. The yield is 0.830. (5) The reactants are [Br:1][C:2]1[CH:3]=[CH:4][C:5]2[O:11][CH2:10][CH2:9][N:8](C(OC(C)(C)C)=O)[CH2:7][C:6]=2[CH:19]=1.C(O)C.[ClH:23].O1CCOCC1. The catalyst is C(OCC)C. The product is [ClH:23].[Br:1][C:2]1[CH:3]=[CH:4][C:5]2[O:11][CH2:10][CH2:9][NH:8][CH2:7][C:6]=2[CH:19]=1. The yield is 0.980. (6) The reactants are [C:1]([C@H:4]1[CH2:6][C@@H:5]1[C:7]([O:9][CH3:10])=[O:8])(Cl)=[O:2].[Cl-].[Cl-].[Cl-].[Al+3].[Cl:15][C:16]1[C:24]2[O:23][CH2:22][CH2:21][C:20]=2[CH:19]=[CH:18][CH:17]=1.Cl. The catalyst is ClCCCl. The product is [Cl:15][C:16]1[C:24]2[O:23][CH2:22][CH2:21][C:20]=2[CH:19]=[C:18]([C:1]([C@H:4]2[CH2:6][C@@H:5]2[C:7]([O:9][CH3:10])=[O:8])=[O:2])[CH:17]=1. The yield is 0.210. (7) The reactants are [Cl:1][C:2]1[C:3]([CH3:13])=[C:4]([I:12])[C:5]([OH:11])=[C:6]([C:8](=[O:10])[CH3:9])[CH:7]=1.I[CH2:15][CH3:16].C(=O)([O-])[O-].[K+].[K+]. The catalyst is CN(C)C=O.CCOCC. The yield is 0.917. The product is [Cl:1][C:2]1[C:3]([CH3:13])=[C:4]([I:12])[C:5]([O:11][CH2:15][CH3:16])=[C:6]([C:8](=[O:10])[CH3:9])[CH:7]=1. (8) The reactants are Br[C:2]1[S:3][CH:4]=[C:5]([C:7]2[CH:8]=[C:9]([CH:12]=[CH:13][CH:14]=2)[C:10]#[N:11])[N:6]=1.[N:15]1([C:21]([O:23][C:24]([CH3:27])([CH3:26])[CH3:25])=[O:22])[CH2:20][CH2:19][NH:18][CH2:17][CH2:16]1.C(=O)([O-])[O-].[K+].[K+].O. The catalyst is CN(C)C=O. The product is [C:10]([C:9]1[CH:8]=[C:7]([C:5]2[N:6]=[C:2]([N:18]3[CH2:17][CH2:16][N:15]([C:21]([O:23][C:24]([CH3:27])([CH3:26])[CH3:25])=[O:22])[CH2:20][CH2:19]3)[S:3][CH:4]=2)[CH:14]=[CH:13][CH:12]=1)#[N:11]. The yield is 0.507. (9) The reactants are C([O:8][CH2:9][C@H:10]([CH:43]([CH3:45])[CH3:44])[CH2:11][CH:12]([OH:42])[C@@H:13]([NH:34][C:35](=[O:41])[O:36][C:37]([CH3:40])([CH3:39])[CH3:38])[CH2:14][C@H:15]([CH2:19][C:20]1[CH:28]=[C:27]2[C:23]([CH:24]=[N:25][N:26]2[CH2:29][CH2:30][CH2:31][O:32][CH3:33])=[CH:22][CH:21]=1)[CH:16]([CH3:18])[CH3:17])C1C=CC=CC=1. The catalyst is CO.[OH-].[OH-].[Pd+2]. The product is [OH:42][C@@H:12]([CH2:11][C@H:10]([CH2:9][OH:8])[CH:43]([CH3:45])[CH3:44])[C@@H:13]([NH:34][C:35](=[O:41])[O:36][C:37]([CH3:38])([CH3:39])[CH3:40])[CH2:14][C@H:15]([CH2:19][C:20]1[CH:28]=[C:27]2[C:23]([CH:24]=[N:25][N:26]2[CH2:29][CH2:30][CH2:31][O:32][CH3:33])=[CH:22][CH:21]=1)[CH:16]([CH3:17])[CH3:18].[OH:42][C@H:12]([CH2:11][C@H:10]([CH2:9][OH:8])[CH:43]([CH3:45])[CH3:44])[C@@H:13]([NH:34][C:35](=[O:41])[O:36][C:37]([CH3:38])([CH3:39])[CH3:40])[CH2:14][C@H:15]([CH2:19][C:20]1[CH:28]=[C:27]2[C:23]([CH:24]=[N:25][N:26]2[CH2:29][CH2:30][CH2:31][O:32][CH3:33])=[CH:22][CH:21]=1)[CH:16]([CH3:17])[CH3:18]. The yield is 0.300. (10) The catalyst is C(O)(=O)C. The yield is 0.270. The product is [Cl:1][C:2]1[CH:11]=[CH:10][C:9]2[NH:8][C:7](=[O:16])[C:6]3[N:12]=[CH:13][N:14]([CH3:15])[C:5]=3[C:4]=2[CH:3]=1. The reactants are [Cl:1][C:2]1[CH:11]=[CH:10][C:9]2[N:8]=[CH:7][C:6]3[N:12]=[CH:13][N:14]([CH3:15])[C:5]=3[C:4]=2[CH:3]=1.[OH:16]O.